The task is: Predict which catalyst facilitates the given reaction.. This data is from Catalyst prediction with 721,799 reactions and 888 catalyst types from USPTO. The catalyst class is: 13. Reactant: [C:1](Cl)(=[O:3])[CH3:2].[OH:5][C:6]1[C:15]([OH:16])=[CH:14][C:13]2[C:8](=[CH:9][CH:10]=[CH:11][CH:12]=2)[CH:7]=1.N1C=CC=CC=1. Product: [OH:5][C:6]1[C:15]([O:16][C:1](=[O:3])[CH3:2])=[CH:14][C:13]2[C:8]([CH:7]=1)=[CH:9][CH:10]=[CH:11][CH:12]=2.